This data is from Reaction yield outcomes from USPTO patents with 853,638 reactions. The task is: Predict the reaction yield, written as a fraction of the theoretical maximum amount of product (1.0 means a 100% yield; for example, 0.34 means a 34% yield). (1) The reactants are [CH2:1]([C@@:4]1([C:20]2[CH:25]=[CH:24][C:23]([F:26])=[CH:22][CH:21]=2)[O:9][C:8](=[O:10])[N:7]([C@H:11]([C:13]2[CH:18]=[CH:17][C:16]([Br:19])=[CH:15][CH:14]=2)[CH3:12])[CH2:6][CH2:5]1)[CH:2]=[CH2:3].C1C[O:30]CC1. No catalyst specified. The product is [Br:19][C:16]1[CH:17]=[CH:18][C:13]([C@@H:11]([N:7]2[CH2:6][CH2:5][C@@:4]([C:20]3[CH:21]=[CH:22][C:23]([F:26])=[CH:24][CH:25]=3)([CH2:1][CH2:2][CH2:3][OH:30])[O:9][C:8]2=[O:10])[CH3:12])=[CH:14][CH:15]=1. The yield is 0.920. (2) The reactants are [CH3:1][C:2]1[CH:3]([C:10]2[CH:15]=[CH:14][CH:13]=[CH:12][C:11]=2[CH:16]=[N:17][C:18]2[C:23]([CH3:24])=[CH:22][C:21]([CH3:25])=[CH:20][C:19]=2[CH3:26])[C:4]([CH3:9])=[C:5]([CH3:8])[C:6]=1[CH3:7].[BH4-].[Na+].O.C1(C)C=CC=CC=1. The catalyst is C(O)(=O)C. The product is [CH3:9][C:4]1[CH:3]([C:10]2[CH:15]=[CH:14][CH:13]=[CH:12][C:11]=2[CH2:16][NH:17][C:18]2[C:23]([CH3:24])=[CH:22][C:21]([CH3:25])=[CH:20][C:19]=2[CH3:26])[C:2]([CH3:1])=[C:6]([CH3:7])[C:5]=1[CH3:8]. The yield is 0.695. (3) The reactants are [CH3:1][S:2][CH2:3][CH2:4][N:5]1[C:9]2[CH:10]=[CH:11][CH:12]=[CH:13][C:8]=2[N:7]=[C:6]1[CH2:14][N:15]1[C:19]2[CH:20]=[CH:21][CH:22]=[CH:23][C:18]=2[N:17]=[N:16]1.B1([O-])O[O:25]1.O.O.O.O.[Na+]. The catalyst is C(O)(=O)C. The product is [CH3:1][S:2]([CH2:3][CH2:4][N:5]1[C:9]2[CH:10]=[CH:11][CH:12]=[CH:13][C:8]=2[N:7]=[C:6]1[CH2:14][N:15]1[C:19]2[CH:20]=[CH:21][CH:22]=[CH:23][C:18]=2[N:17]=[N:16]1)=[O:25]. The yield is 0.800. (4) The yield is 0.560. The product is [C:16]1([CH2:15][CH2:14][CH2:13][CH2:12][CH2:11][CH2:10][C:9]([C:22]2[O:23][C:24]([C:27]3[CH:36]=[CH:35][C:30]([C:31]([O:33][CH3:34])=[O:32])=[CH:29][N:28]=3)=[CH:25][N:26]=2)=[O:8])[CH:21]=[CH:20][CH:19]=[CH:18][CH:17]=1. The catalyst is CCOC(C)=O. The reactants are [Si]([O:8][CH:9]([C:22]1[O:23][C:24]([C:27]2[CH:36]=[CH:35][C:30]([C:31]([O:33][CH3:34])=[O:32])=[CH:29][N:28]=2)=[CH:25][N:26]=1)[CH2:10][CH2:11][CH2:12][CH2:13][CH2:14][CH2:15][C:16]1[CH:21]=[CH:20][CH:19]=[CH:18][CH:17]=1)(C(C)(C)C)(C)C. (5) The reactants are C(O[C:6](=O)[NH:7][CH:8]1[CH2:13][CH2:12][N:11]([C:14](=O)[CH2:15][CH2:16][N:17]([CH3:19])[CH3:18])[CH2:10][CH2:9]1)(C)(C)C.[H-].[Al+3].[Li+].[H-].[H-].[H-].O.[OH-].[Na+]. The catalyst is O1CCCC1. The product is [CH3:19][N:17]([CH3:18])[CH2:16][CH2:15][CH2:14][N:11]1[CH2:10][CH2:9][CH:8]([NH:7][CH3:6])[CH2:13][CH2:12]1. The yield is 0.832. (6) The reactants are CO[C:3]1C=C(C(C2C=C(OC)C=C(OC)C=2)=O)C=C[C:8]=1OC.[CH3:23][O:24][C:25]1[CH:26]=[C:27]([C:33]([C:38]2[CH:43]=[C:42]([O:44][CH3:45])[CH:41]=[C:40]([O:46][CH3:47])[CH:39]=2)=[CH:34][C:35]([OH:37])=[O:36])[CH:28]=[CH:29][C:30]=1[O:31][CH3:32].COC(=O)CP(OCC)(OCC)=O.C[Si]([N-][Si](C)(C)C)(C)C.[Li+].COC1C=C(C(C2C=CC=C(OC)C=2)=CC#N)C=C(OC)C=1. No catalyst specified. The product is [CH2:3]([O:36][C:35](=[O:37])[CH:34]=[C:33]([C:27]1[CH:28]=[CH:29][C:30]([O:31][CH3:32])=[C:25]([O:24][CH3:23])[CH:26]=1)[C:38]1[CH:39]=[C:40]([O:46][CH3:47])[CH:41]=[C:42]([O:44][CH3:45])[CH:43]=1)[CH3:8]. The yield is 0.430.